This data is from Experimentally validated miRNA-target interactions with 360,000+ pairs, plus equal number of negative samples. The task is: Binary Classification. Given a miRNA mature sequence and a target amino acid sequence, predict their likelihood of interaction. (1) The miRNA is hsa-miR-1295b-3p with sequence AAUAGGCCACGGAUCUGGGCAA. The protein sequence of the target gene is MALPSLGQDSWSLLRVFFFQLFLLPSLPPASGTGGQGPMPRVKYHAGDGHRALSFFQQKGLRDFDTLLLSDDGNTLYVGAREAVLALNIQNPGIPRLKNMIPWPASERKKTECAFKKKSNETQCFNFIRVLVSYNATHLYACGTFAFSPACTFIELQDSLLLPILIDKVMDGKGQSPFDPVHKHTAVLVDGMLYSGTMNNFLGSEPILMRTLGSQPVLKTDIFLRWLHADASFVAAIPSTQVVYFFFEETASEFDFFEELYISRVAQVCKNDVGGEKLLQKKWTTFLKAQLLCAQPGQLP.... Result: 0 (no interaction). (2) The miRNA is hsa-miR-1277-5p with sequence AAAUAUAUAUAUAUAUGUACGUAU. The protein sequence of the target gene is MDFKIEHTWDGFPVKHEPVFIRLNPGDRGVMMDISAPFFRDPPAPLGEPGKPFNELWDYEVVEAFFLNDITEQYLEVELCPHGQHLVLLLSGRRNVWKQELPLSFRMSRGETKWEGKAYLPWSYFPPNVTKFNSFAIHGSKDKRSYEALYPVPQHELQQGQKPDFHCLEYFKSFNFNTLLGEEWKQPESDLWLIEKCDI. Result: 1 (interaction).